Task: Regression. Given two drug SMILES strings and cell line genomic features, predict the synergy score measuring deviation from expected non-interaction effect.. Dataset: NCI-60 drug combinations with 297,098 pairs across 59 cell lines (1) Drug 1: CCC1(CC2CC(C3=C(CCN(C2)C1)C4=CC=CC=C4N3)(C5=C(C=C6C(=C5)C78CCN9C7C(C=CC9)(C(C(C8N6C)(C(=O)OC)O)OC(=O)C)CC)OC)C(=O)OC)O.OS(=O)(=O)O. Drug 2: CC12CCC3C(C1CCC2O)C(CC4=C3C=CC(=C4)O)CCCCCCCCCS(=O)CCCC(C(F)(F)F)(F)F. Cell line: NCI/ADR-RES. Synergy scores: CSS=-1.25, Synergy_ZIP=-1.24, Synergy_Bliss=-5.74, Synergy_Loewe=-7.04, Synergy_HSA=-7.04. (2) Drug 1: C1CN1C2=NC(=NC(=N2)N3CC3)N4CC4. Drug 2: C1CCN(CC1)CCOC2=CC=C(C=C2)C(=O)C3=C(SC4=C3C=CC(=C4)O)C5=CC=C(C=C5)O. Cell line: PC-3. Synergy scores: CSS=21.1, Synergy_ZIP=-2.98, Synergy_Bliss=2.86, Synergy_Loewe=3.48, Synergy_HSA=3.83.